Predict the reactants needed to synthesize the given product. From a dataset of Retrosynthesis with 50K atom-mapped reactions and 10 reaction types from USPTO. (1) Given the product CN1CS(=O)c2cc(CCNCCCCN3C(=O)c4ccccc4C3=O)ccc21, predict the reactants needed to synthesize it. The reactants are: CN1CS(=O)c2cc(CCN)ccc21.O=C1c2ccccc2C(=O)N1CCCCBr. (2) Given the product CCCSc1nc(O)c(N)c(O)n1, predict the reactants needed to synthesize it. The reactants are: CCCSc1nc(O)c(NC(C)=O)c(O)n1. (3) Given the product CCOc1ccc(Oc2cccc(C=C3CCNCC3)c2)nc1, predict the reactants needed to synthesize it. The reactants are: CCOc1ccc(Oc2cccc(C=C3CCN(C(=O)OC(C)(C)C)CC3)c2)nc1. (4) Given the product Cc1cccc(Cl)c1CN, predict the reactants needed to synthesize it. The reactants are: Cc1cccc(Cl)c1C#N. (5) Given the product COc1ccc(C2COCCO2)c2sc(NC(=O)Cc3ccccn3)nc12, predict the reactants needed to synthesize it. The reactants are: COc1ccc(C2COCCO2)c2sc(N)nc12.O=C(O)Cc1ccccn1. (6) The reactants are: C#Cc1ccccc1C(F)(F)F.C(#Cc1cc(OCc2ccccc2)c(OCc2ccccc2)nn1)c1ccccc1. Given the product FC(F)(F)c1ccccc1C#Cc1cc(OCc2ccccc2)c(OCc2ccccc2)nn1, predict the reactants needed to synthesize it.